Dataset: NCI-60 drug combinations with 297,098 pairs across 59 cell lines. Task: Regression. Given two drug SMILES strings and cell line genomic features, predict the synergy score measuring deviation from expected non-interaction effect. Drug 1: C1C(C(OC1N2C=C(C(=O)NC2=O)F)CO)O. Drug 2: C1CNP(=O)(OC1)N(CCCl)CCCl. Cell line: OVCAR-4. Synergy scores: CSS=12.0, Synergy_ZIP=-5.05, Synergy_Bliss=-2.10, Synergy_Loewe=-5.39, Synergy_HSA=-0.461.